This data is from Catalyst prediction with 721,799 reactions and 888 catalyst types from USPTO. The task is: Predict which catalyst facilitates the given reaction. Reactant: [CH2:1]([O:8][C:9]([N:11]([CH3:34])[CH2:12][CH2:13][C:14]1[CH:33]=[CH:32][C:17]([C:18]([NH:20][C:21]2[C:22]([OH:31])=[C:23]([CH:28]=[CH:29][CH:30]=2)[C:24]([O:26][CH3:27])=[O:25])=O)=[CH:16][CH:15]=1)=[O:10])[C:2]1[CH:7]=[CH:6][CH:5]=[CH:4][CH:3]=1.N1C=CC=CC=1.S(Cl)(Cl)=O. Product: [CH2:1]([O:8][C:9]([N:11]([CH3:34])[CH2:12][CH2:13][C:14]1[CH:33]=[CH:32][C:17]([C:18]2[O:31][C:22]3[C:23]([C:24]([O:26][CH3:27])=[O:25])=[CH:28][CH:29]=[CH:30][C:21]=3[N:20]=2)=[CH:16][CH:15]=1)=[O:10])[C:2]1[CH:7]=[CH:6][CH:5]=[CH:4][CH:3]=1. The catalyst class is: 11.